From a dataset of Full USPTO retrosynthesis dataset with 1.9M reactions from patents (1976-2016). Predict the reactants needed to synthesize the given product. (1) The reactants are: [C:1]([O:5][C:6](=[O:31])[NH:7][C:8]1[CH:13]=[C:12]([N:14]([CH3:24])[C:15]2[CH:20]=[CH:19][N:18]=[C:17](S(C)=O)[N:16]=2)[N:11]=[C:10]([C:25]2[CH:30]=[CH:29][CH:28]=[CH:27][CH:26]=2)[N:9]=1)([CH3:4])([CH3:3])[CH3:2].[NH2:32][CH:33]([CH3:43])[CH2:34][C:35]1[CH:36]=[C:37]([CH2:41][OH:42])[CH:38]=[CH:39][CH:40]=1.O. Given the product [C:1]([O:5][C:6](=[O:31])[NH:7][C:8]1[CH:13]=[C:12]([N:14]([C:15]2[CH:20]=[CH:19][N:18]=[C:17]([NH:32][CH:33]([CH3:43])[CH2:34][C:35]3[CH:40]=[CH:39][CH:38]=[C:37]([CH2:41][OH:42])[CH:36]=3)[N:16]=2)[CH3:24])[N:11]=[C:10]([C:25]2[CH:30]=[CH:29][CH:28]=[CH:27][CH:26]=2)[N:9]=1)([CH3:4])([CH3:3])[CH3:2], predict the reactants needed to synthesize it. (2) The reactants are: C[Si]([N-][Si](C)(C)C)(C)C.[Na+].[CH2:11]([O:13][C:14]([CH:16]1[CH2:21][CH2:20][N:19]([C:22]([O:24][C:25]([CH3:28])([CH3:27])[CH3:26])=[O:23])[CH2:18][CH2:17]1)=[O:15])[CH3:12].[CH3:29]I. Given the product [CH2:11]([O:13][C:14]([C:16]1([CH3:29])[CH2:21][CH2:20][N:19]([C:22]([O:24][C:25]([CH3:27])([CH3:26])[CH3:28])=[O:23])[CH2:18][CH2:17]1)=[O:15])[CH3:12], predict the reactants needed to synthesize it. (3) Given the product [C:1]([C:3]1[CH:4]=[CH:5][C:6]([N:9]2[CH2:14][CH2:13][CH2:12][C@H:11]([NH:15][C@@H:16]3[CH2:21][CH2:20][CH2:19][CH2:18][C@H:17]3[NH:22][C:23]([NH:36][C:39]3[CH:44]=[CH:43][C:42]([O:45][C:46]([F:47])([F:48])[F:49])=[CH:41][CH:40]=3)=[O:35])[CH2:10]2)=[CH:7][CH:8]=1)#[N:2], predict the reactants needed to synthesize it. The reactants are: [C:1]([C:3]1[CH:8]=[CH:7][C:6]([N:9]2[CH2:14][CH2:13][CH2:12][C@H:11]([NH:15][C@@H:16]3[CH2:21][CH2:20][CH2:19][CH2:18][C@H:17]3[NH:22][C:23](=[O:35])CC3C4C(=CC=CC=4)N(C)C=3)[CH2:10]2)=[CH:5][CH:4]=1)#[N:2].[N:36]([C:39]1[CH:44]=[CH:43][C:42]([O:45][C:46]([F:49])([F:48])[F:47])=[CH:41][CH:40]=1)=C=O.